Dataset: NCI-60 drug combinations with 297,098 pairs across 59 cell lines. Task: Regression. Given two drug SMILES strings and cell line genomic features, predict the synergy score measuring deviation from expected non-interaction effect. (1) Drug 1: CC1C(C(CC(O1)OC2CC(CC3=C2C(=C4C(=C3O)C(=O)C5=C(C4=O)C(=CC=C5)OC)O)(C(=O)CO)O)N)O.Cl. Drug 2: CCC1(C2=C(COC1=O)C(=O)N3CC4=CC5=C(C=CC(=C5CN(C)C)O)N=C4C3=C2)O.Cl. Cell line: HT29. Synergy scores: CSS=7.89, Synergy_ZIP=2.02, Synergy_Bliss=1.35, Synergy_Loewe=-28.0, Synergy_HSA=0.592. (2) Drug 1: CC12CCC3C(C1CCC2=O)CC(=C)C4=CC(=O)C=CC34C. Drug 2: C(CC(=O)O)C(=O)CN.Cl. Cell line: HS 578T. Synergy scores: CSS=38.5, Synergy_ZIP=-0.597, Synergy_Bliss=-4.81, Synergy_Loewe=-3.92, Synergy_HSA=-3.76. (3) Drug 1: C1CC(C1)(C(=O)O)C(=O)O.[NH2-].[NH2-].[Pt+2]. Drug 2: C1C(C(OC1N2C=NC3=C2NC=NCC3O)CO)O. Cell line: MDA-MB-435. Synergy scores: CSS=-4.09, Synergy_ZIP=1.62, Synergy_Bliss=-0.456, Synergy_Loewe=-3.92, Synergy_HSA=-4.75.